Task: Predict the reaction yield, written as a fraction of the theoretical maximum amount of product (1.0 means a 100% yield; for example, 0.34 means a 34% yield).. Dataset: Reaction yield outcomes from USPTO patents with 853,638 reactions (1) The reactants are [OH:1][C:2]1[O:3][C:4]([CH3:9])=[CH:5][C:6](=[O:8])[CH:7]=1.CO[CH:12](OC)[N:13]([CH3:15])[CH3:14]. The catalyst is C1(C)C=CC=CC=1. The product is [CH3:12][N:13]([CH:15]=[C:7]1[C:6](=[O:8])[CH:5]=[C:4]([CH3:9])[O:3][C:2]1=[O:1])[CH3:14]. The yield is 0.750. (2) The reactants are Br[C:2]1[C:3]2[S:9][CH:8]=[C:7]([Br:10])[C:4]=2[S:5][CH:6]=1.[CH3:11][O:12][C:13](=[O:46])[NH:14][C@H:15]([C:19]([N:21]1[CH2:25][CH2:24][CH2:23][C@H:22]1[C:26]1[NH:27][C:28]([C:31]2[CH:36]=[CH:35][C:34](B3OC(C)(C)C(C)(C)O3)=[CH:33][CH:32]=2)=[CH:29][N:30]=1)=[O:20])[CH:16]([CH3:18])[CH3:17].C(=O)([O-])[O-].[Na+].[Na+].C(OCC)(=O)C. The catalyst is CN(C=O)C.O.C1C=CC([P]([Pd]([P](C2C=CC=CC=2)(C2C=CC=CC=2)C2C=CC=CC=2)([P](C2C=CC=CC=2)(C2C=CC=CC=2)C2C=CC=CC=2)[P](C2C=CC=CC=2)(C2C=CC=CC=2)C2C=CC=CC=2)(C2C=CC=CC=2)C2C=CC=CC=2)=CC=1. The product is [CH3:11][O:12][C:13](=[O:46])[NH:14][C@H:15]([C:19]([N:21]1[CH2:25][CH2:24][CH2:23][C@H:22]1[C:26]1[NH:30][CH:29]=[C:28]([C:31]2[CH:32]=[CH:33][C:34]([C:2]3[C:3]4[S:9][CH:8]=[C:7]([Br:10])[C:4]=4[S:5][CH:6]=3)=[CH:35][CH:36]=2)[N:27]=1)=[O:20])[CH:16]([CH3:18])[CH3:17]. The yield is 0.740. (3) The reactants are [CH2:1]1[C:10]2[C:5](=[CH:6][CH:7]=[CH:8][CH:9]=2)[CH2:4][CH2:3][NH:2]1.[F-].[K+].[N+](C1C=C(S(O[CH2:26][C@H:27]2[CH2:29][O:28]2)(=O)=O)C=CC=1)([O-])=O. The catalyst is C1COCC1. The product is [O:28]1[CH2:29][C@@H:27]1[CH2:26][N:2]1[CH2:3][CH2:4][C:5]2[C:10](=[CH:9][CH:8]=[CH:7][CH:6]=2)[CH2:1]1. The yield is 0.800. (4) The reactants are [O:1]=[C:2]1[C:6]2[CH:7]=[CH:8][CH:9]=[CH:10][C:5]=2[C:4](=[O:11])[N:3]1[CH2:12][CH2:13][CH2:14][S:15]([O:18][CH2:19][C:20]([CH3:34])([CH3:33])[C@@H:21]([O:25][CH2:26][C:27]1[CH:32]=[CH:31][CH:30]=[CH:29][CH:28]=1)[C:22]([OH:24])=[O:23])(=[O:17])=[O:16].[C:35](Cl)(=O)[C:36](Cl)=O.C(O)C.N1C=CC=CC=1. The catalyst is ClCCl. The product is [O:11]=[C:4]1[C:5]2[CH:10]=[CH:9][CH:8]=[CH:7][C:6]=2[C:2](=[O:1])[N:3]1[CH2:12][CH2:13][CH2:14][S:15]([O:18][CH2:19][C:20]([CH3:34])([CH3:33])[C@@H:21]([O:25][CH2:26][C:27]1[CH:28]=[CH:29][CH:30]=[CH:31][CH:32]=1)[C:22]([O:24][CH2:35][CH3:36])=[O:23])(=[O:16])=[O:17]. The yield is 0.830. (5) The reactants are [Cl:1][C:2]1[N:11]=[CH:10][C:9]2[NH:8][C:7](=[O:12])[CH:6]3[CH2:13][O:14][CH2:15][CH2:16][N:5]3[C:4]=2[N:3]=1.[CH3:17][C:18]([O-])([CH3:20])[CH3:19].[Na+].BrCC1CC1. The catalyst is CS(C)=O. The product is [Cl:1][C:2]1[N:11]=[CH:10][C:9]2[N:8]([CH2:17][CH:18]3[CH2:20][CH2:19]3)[C:7](=[O:12])[CH:6]3[CH2:13][O:14][CH2:15][CH2:16][N:5]3[C:4]=2[N:3]=1. The yield is 0.760.